This data is from Catalyst prediction with 721,799 reactions and 888 catalyst types from USPTO. The task is: Predict which catalyst facilitates the given reaction. (1) Reactant: [C:1]([O:5][C:6]([N:8]([C:31]([O:33][C:34]([CH3:37])([CH3:36])[CH3:35])=[O:32])[C:9]1[CH:14]=[C:13]([CH2:15][C@H:16]2[C:19](=[O:20])[NH:18][C@@H:17]2[C:21]([O:23][CH2:24][C:25]2[CH:30]=[CH:29][CH:28]=[CH:27][CH:26]=2)=[O:22])[CH:12]=[CH:11][N:10]=1)=[O:7])([CH3:4])([CH3:3])[CH3:2].C(N([CH2:43][CH3:44])CC)C.[N-:45]=[C:46]=[O:47]. Product: [C:1]([O:5][C:6]([N:8]([C:31]([O:33][C:34]([CH3:37])([CH3:36])[CH3:35])=[O:32])[C:9]1[CH:14]=[C:13]([CH2:15][C@H:16]2[C:19](=[O:20])[N:18]([C:46](=[O:47])[NH:45][C:44]3[CH:43]=[CH:14][CH:13]=[CH:12][CH:11]=3)[C@@H:17]2[C:21]([O:23][CH2:24][C:25]2[CH:26]=[CH:27][CH:28]=[CH:29][CH:30]=2)=[O:22])[CH:12]=[CH:11][N:10]=1)=[O:7])([CH3:3])([CH3:4])[CH3:2]. The catalyst class is: 1. (2) Reactant: [CH2:1]([O:3][C:4](=[O:15])[C:5]1[CH:10]=[CH:9][C:8]([N+:11]([O-:13])=[O:12])=[C:7](F)[CH:6]=1)[CH3:2].[CH3:16][NH2:17]. Product: [CH2:1]([O:3][C:4](=[O:15])[C:5]1[CH:10]=[CH:9][C:8]([N+:11]([O-:13])=[O:12])=[C:7]([NH:17][CH3:16])[CH:6]=1)[CH3:2]. The catalyst class is: 118. (3) Reactant: CS(N)(=O)=O.[OH2:6].[CH:7](/[C:10]1[CH:24]=[CH:23][CH:22]=[CH:21][C:11]=1[CH2:12][NH:13][C:14](=[O:20])[O:15][C:16]([CH3:19])([CH3:18])[CH3:17])=[CH:8]/[CH3:9].S([O-])([O-])(=[O:27])=S.[Na+].[Na+]. Product: [OH:6][C@@H:7]([C:10]1[CH:24]=[CH:23][CH:22]=[CH:21][C:11]=1[CH2:12][NH:13][C:14](=[O:20])[O:15][C:16]([CH3:18])([CH3:19])[CH3:17])[C@H:8]([OH:27])[CH3:9]. The catalyst class is: 107. (4) Reactant: C[O:2][C:3](=[O:27])[CH2:4][CH2:5][CH2:6][CH2:7][CH2:8][NH:9][C:10](=[O:26])[CH:11]=[C:12]1[C:25]2[CH:24]=[CH:23][CH:22]=[CH:21][C:20]=2[S:19][C:18]2[C:13]1=[CH:14][CH:15]=[CH:16][CH:17]=2.CO.[Li+].[OH-].Cl. Product: [CH:14]1[C:13]2[C:12](=[CH:11][C:10]([NH:9][CH2:8][CH2:7][CH2:6][CH2:5][CH2:4][C:3]([OH:27])=[O:2])=[O:26])[C:25]3[C:20](=[CH:21][CH:22]=[CH:23][CH:24]=3)[S:19][C:18]=2[CH:17]=[CH:16][CH:15]=1. The catalyst class is: 6. (5) Reactant: C1(P(C2C=CC=CC=2)C2C=CC=CC=2)C=CC=CC=1.[I:20]I.N1C=CN=C1.[CH3:27][O:28][C:29](=[O:54])[CH2:30][C:31]1[C:39]2[C:34](=[N:35][CH:36]=[CH:37][CH:38]=2)[N:33]([CH2:40][CH:41](O)[C:42]2[CH:47]=[CH:46][C:45]([S:48]([CH3:51])(=[O:50])=[O:49])=[CH:44][CH:43]=2)[C:32]=1[CH3:53]. Product: [CH3:27][O:28][C:29](=[O:54])[CH2:30][C:31]1[C:39]2[C:34](=[N:35][CH:36]=[CH:37][CH:38]=2)[N:33]([CH2:40][CH:41]([I:20])[C:42]2[CH:47]=[CH:46][C:45]([S:48]([CH3:51])(=[O:50])=[O:49])=[CH:44][CH:43]=2)[C:32]=1[CH3:53]. The catalyst class is: 4. (6) Reactant: C([O:3][C:4](=[O:16])[C:5]([CH3:15])([CH3:14])[CH2:6][C:7]1[CH:12]=[CH:11][C:10]([F:13])=[CH:9][CH:8]=1)C.[OH-].[Na+].Cl. Product: [F:13][C:10]1[CH:9]=[CH:8][C:7]([CH2:6][C:5]([CH3:15])([CH3:14])[C:4]([OH:16])=[O:3])=[CH:12][CH:11]=1. The catalyst class is: 6.